This data is from NCI-60 drug combinations with 297,098 pairs across 59 cell lines. The task is: Regression. Given two drug SMILES strings and cell line genomic features, predict the synergy score measuring deviation from expected non-interaction effect. (1) Drug 1: C1CC(=O)NC(=O)C1N2CC3=C(C2=O)C=CC=C3N. Drug 2: COCCOC1=C(C=C2C(=C1)C(=NC=N2)NC3=CC=CC(=C3)C#C)OCCOC.Cl. Cell line: SW-620. Synergy scores: CSS=0.211, Synergy_ZIP=-1.33, Synergy_Bliss=-3.84, Synergy_Loewe=-4.32, Synergy_HSA=-5.73. (2) Drug 1: C1=CC(=CC=C1CCC2=CNC3=C2C(=O)NC(=N3)N)C(=O)NC(CCC(=O)O)C(=O)O. Drug 2: B(C(CC(C)C)NC(=O)C(CC1=CC=CC=C1)NC(=O)C2=NC=CN=C2)(O)O. Cell line: SF-268. Synergy scores: CSS=9.07, Synergy_ZIP=-4.11, Synergy_Bliss=2.12, Synergy_Loewe=-0.186, Synergy_HSA=0.122. (3) Drug 1: CC12CCC(CC1=CCC3C2CCC4(C3CC=C4C5=CN=CC=C5)C)O. Drug 2: CC1=C(C=C(C=C1)NC(=O)C2=CC=C(C=C2)CN3CCN(CC3)C)NC4=NC=CC(=N4)C5=CN=CC=C5. Cell line: KM12. Synergy scores: CSS=11.2, Synergy_ZIP=-3.12, Synergy_Bliss=3.04, Synergy_Loewe=-10.9, Synergy_HSA=-0.0894. (4) Drug 1: CCC1=CC2CC(C3=C(CN(C2)C1)C4=CC=CC=C4N3)(C5=C(C=C6C(=C5)C78CCN9C7C(C=CC9)(C(C(C8N6C)(C(=O)OC)O)OC(=O)C)CC)OC)C(=O)OC.C(C(C(=O)O)O)(C(=O)O)O. Drug 2: CC1CCC2CC(C(=CC=CC=CC(CC(C(=O)C(C(C(=CC(C(=O)CC(OC(=O)C3CCCCN3C(=O)C(=O)C1(O2)O)C(C)CC4CCC(C(C4)OC)OCCO)C)C)O)OC)C)C)C)OC. Cell line: HL-60(TB). Synergy scores: CSS=44.0, Synergy_ZIP=6.01, Synergy_Bliss=13.1, Synergy_Loewe=7.65, Synergy_HSA=11.7.